Dataset: Full USPTO retrosynthesis dataset with 1.9M reactions from patents (1976-2016). Task: Predict the reactants needed to synthesize the given product. (1) Given the product [C:1]([O:12][CH2:19][CH2:18][O:17][CH2:16][CH2:15][N:14]([CH3:21])[CH3:13])(=[O:11])/[CH:2]=[CH:3]/[CH2:4][CH2:5][CH2:6][CH2:7][CH2:8][CH2:9][CH3:10], predict the reactants needed to synthesize it. The reactants are: [C:1]([OH:12])(=[O:11])/[CH:2]=[CH:3]/[CH2:4][CH2:5][CH2:6][CH2:7][CH2:8][CH2:9][CH3:10].[CH3:13][N:14]([CH3:21])[CH2:15][CH2:16][O:17][CH2:18][CH2:19]O. (2) Given the product [CH:1]1([CH2:6][CH:7]([C:18]2[NH:22][C:21]([C:23]([OH:25])=[O:24])=[C:20]([CH3:28])[CH:19]=2)[C:8]2[CH:9]=[CH:10][C:11]([S:14]([CH3:17])(=[O:15])=[O:16])=[CH:12][CH:13]=2)[CH2:5][CH2:4][CH2:3][CH2:2]1, predict the reactants needed to synthesize it. The reactants are: [CH:1]1([CH2:6][CH:7]([C:18]2[NH:22][C:21]([C:23]([O:25]CC)=[O:24])=[C:20]([CH3:28])[CH:19]=2)[C:8]2[CH:13]=[CH:12][C:11]([S:14]([CH3:17])(=[O:16])=[O:15])=[CH:10][CH:9]=2)[CH2:5][CH2:4][CH2:3][CH2:2]1.O.[OH-].[Li+].Cl. (3) Given the product [C:42]([O:41][C:39]([N:35]1[CH2:36][CH2:37][CH2:38][C@H:34]1[CH2:33][O:32][C:31]1[CH:30]=[CH:29][C:28]([C:2]2[C:7]([C:8]([F:11])([F:10])[F:9])=[CH:6][C:5]([NH:12][C:13]3[N:17]=[C:16]([NH2:18])[NH:15][N:14]=3)=[CH:4][C:3]=2[Cl:19])=[CH:47][CH:46]=1)=[O:40])([CH3:45])([CH3:43])[CH3:44], predict the reactants needed to synthesize it. The reactants are: Br[C:2]1[C:7]([C:8]([F:11])([F:10])[F:9])=[CH:6][C:5]([NH:12][C:13]2[N:17]=[C:16]([NH2:18])[NH:15][N:14]=2)=[CH:4][C:3]=1[Cl:19].CC1(C)C(C)(C)OB([C:28]2[CH:47]=[CH:46][C:31]([O:32][CH2:33][C@@H:34]3[CH2:38][CH2:37][CH2:36][N:35]3[C:39]([O:41][C:42]([CH3:45])([CH3:44])[CH3:43])=[O:40])=[CH:30][CH:29]=2)O1.O1CCOCC1.O.C(=O)([O-])[O-].[K+].[K+]. (4) Given the product [F:1][C:2]1[C:3]([C:21]2[N:25]([CH3:26])[C:24]3[CH:27]=[CH:28][CH:29]=[CH:30][C:23]=3[N:22]=2)=[CH:4][C:5]([N:8]2[CH2:9][CH2:10][NH:11][CH2:12][CH2:13]2)=[N:6][CH:7]=1, predict the reactants needed to synthesize it. The reactants are: [F:1][C:2]1[C:3]([C:21]2[N:25]([CH3:26])[C:24]3[CH:27]=[CH:28][CH:29]=[CH:30][C:23]=3[N:22]=2)=[CH:4][C:5]([N:8]2[CH2:13][CH2:12][N:11](C(OC(C)(C)C)=O)[CH2:10][CH2:9]2)=[N:6][CH:7]=1.Cl.O1CCOCC1.ClCCl.CO. (5) Given the product [C:15]([C:17]1[N:21]([CH3:22])[C:20]([C:2]2[C:7]([F:8])=[CH:6][C:5]([S:9]([NH:12][CH3:13])(=[O:11])=[O:10])=[C:4]([F:14])[CH:3]=2)=[CH:19][CH:18]=1)#[N:16], predict the reactants needed to synthesize it. The reactants are: Br[C:2]1[C:7]([F:8])=[CH:6][C:5]([S:9]([NH:12][CH3:13])(=[O:11])=[O:10])=[C:4]([F:14])[CH:3]=1.[C:15]([C:17]1[N:21]([CH3:22])[C:20](B(O)O)=[CH:19][CH:18]=1)#[N:16].[F-].[K+].C(P(C(C)(C)C)C(C)(C)C)(C)(C)C.